This data is from Full USPTO retrosynthesis dataset with 1.9M reactions from patents (1976-2016). The task is: Predict the reactants needed to synthesize the given product. (1) The reactants are: [C:1]([O:5][C:6]([NH:8][C@H:9]([CH2:18]I)[CH2:10][C:11]([O:13][C:14]([CH3:17])([CH3:16])[CH3:15])=[O:12])=[O:7])([CH3:4])([CH3:3])[CH3:2].I[C:21]1[CH:22]=[C:23]([CH:25]=[CH:26][C:27]=1[CH3:28])[NH2:24].C1(C)C=CC=CC=1P(C1C=CC=CC=1C)C1C=CC=CC=1C. Given the product [NH2:24][C:23]1[CH:22]=[CH:21][C:27]([CH3:28])=[C:26]([CH2:18][C@@H:9]([NH:8][C:6]([O:5][C:1]([CH3:4])([CH3:3])[CH3:2])=[O:7])[CH2:10][C:11]([O:13][C:14]([CH3:17])([CH3:16])[CH3:15])=[O:12])[CH:25]=1, predict the reactants needed to synthesize it. (2) The reactants are: [F:1][C:2]1[CH:3]=[C:4]([C:15]([C:23]2[CH:28]=[CH:27][C:26]([F:29])=[CH:25][CH:24]=2)=[N:16][S@@:17]([C:19]([CH3:22])([CH3:21])[CH3:20])=[O:18])[CH:5]=[C:6]([O:8][C:9]([F:14])([F:13])[CH:10]([F:12])[F:11])[CH:7]=1.[CH2:30]([Mg]Cl)[C:31]1[CH:36]=[CH:35][CH:34]=[CH:33][CH:32]=1. Given the product [F:1][C:2]1[CH:3]=[C:4]([C@@:15]([NH:16][S@@:17]([C:19]([CH3:22])([CH3:21])[CH3:20])=[O:18])([C:23]2[CH:24]=[CH:25][C:26]([F:29])=[CH:27][CH:28]=2)[CH2:30][C:31]2[CH:36]=[CH:35][CH:34]=[CH:33][CH:32]=2)[CH:5]=[C:6]([O:8][C:9]([F:14])([F:13])[CH:10]([F:11])[F:12])[CH:7]=1, predict the reactants needed to synthesize it. (3) Given the product [Cl:24][C:25]1[CH:33]=[C:32]([Cl:34])[CH:31]=[C:30]([O:35][CH3:36])[C:26]=1[C:27]([NH:10][CH:3]([C:4]1[CH:9]=[CH:8][CH:7]=[CH:6][CH:5]=1)[C:2]([CH3:1])([N:12]1[CH2:13][CH2:14][CH2:15][CH2:16]1)[CH3:11])=[O:28], predict the reactants needed to synthesize it. The reactants are: [CH3:1][C:2]([N:12]1[CH2:16][CH2:15][CH2:14][CH2:13]1)([CH3:11])[CH:3]([NH2:10])[C:4]1[CH:9]=[CH:8][CH:7]=[CH:6][CH:5]=1.C(N(CC)CC)C.[Cl:24][C:25]1[CH:33]=[C:32]([Cl:34])[CH:31]=[C:30]([O:35][CH3:36])[C:26]=1[C:27](Cl)=[O:28].C(=O)([O-])O.[Na+]. (4) Given the product [F:29][CH:28]([F:30])[C:23]1[CH:24]=[CH:25][CH:26]=[CH:27][C:22]=1[C:11]1[CH:10]=[CH:9][C:4]([C:5]([O:7][CH3:8])=[O:6])=[CH:3][C:2]=1[CH3:1], predict the reactants needed to synthesize it. The reactants are: [CH3:1][C:2]1[CH:3]=[C:4]([CH:9]=[CH:10][C:11]=1B1OC(C)(C)C(C)(C)O1)[C:5]([O:7][CH3:8])=[O:6].Br[C:22]1[CH:27]=[CH:26][CH:25]=[CH:24][C:23]=1[CH:28]([F:30])[F:29].[F-].[Cs+].O. (5) Given the product [CH2:1]([O:8][C:9]1[C:10]2[N:11]([C:16]([C:20]([O:22][CH2:23][CH3:24])=[O:21])=[C:17]([CH3:19])[N:18]=2)[CH:12]=[C:13]([CH3:25])[CH:14]=1)[C:2]1[CH:7]=[CH:6][CH:5]=[CH:4][CH:3]=1, predict the reactants needed to synthesize it. The reactants are: [CH2:1]([O:8][C:9]1[C:10]2[N:11]([C:16]([C:20]([O:22][CH2:23][CH3:24])=[O:21])=[C:17]([CH3:19])[N:18]=2)[CH:12]=[C:13](Br)[CH:14]=1)[C:2]1[CH:7]=[CH:6][CH:5]=[CH:4][CH:3]=1.[CH3:25]B1OB(C)OB(C)O1.C(=O)([O-])[O-].[K+].[K+]. (6) Given the product [CH2:1]([O:3][C:4](=[O:12])[CH2:5][CH:6]1[CH2:11][CH2:10][NH:9][CH2:8][CH2:7]1)[CH3:2], predict the reactants needed to synthesize it. The reactants are: [CH2:1]([O:3][C:4](=[O:12])[CH2:5][C:6]1[CH:11]=[CH:10][N:9]=[CH:8][CH:7]=1)[CH3:2]. (7) Given the product [Br:1][C:2]1[CH:7]=[CH:6][C:5]([C:8]2[S:9][C:10]([CH:13]([O:15][C:18]3[CH:26]4[CH:21]([CH:22]5[O:27][CH:25]4[CH2:24][CH2:23]5)[C:20](=[O:28])[CH:19]=3)[CH3:14])=[CH:11][N:12]=2)=[C:4]([CH3:16])[CH:3]=1, predict the reactants needed to synthesize it. The reactants are: [Br:1][C:2]1[CH:7]=[CH:6][C:5]([C:8]2[S:9][C:10]([CH:13]([OH:15])[CH3:14])=[CH:11][N:12]=2)=[C:4]([CH3:16])[CH:3]=1.Cl[C:18]1[CH:26]2[CH:21]([CH:22]3[O:27][CH:25]2[CH2:24][CH2:23]3)[C:20](=[O:28])[CH:19]=1.[H-].[Na+].COCCOCCOCCOC. (8) Given the product [C:17]([C:6]1[CH:5]=[C:4]([N+:1]([O-:3])=[O:2])[CH:16]=[CH:15][C:7]=1[C:8]([O:10][C:11]([CH3:14])([CH3:13])[CH3:12])=[O:9])#[CH:18], predict the reactants needed to synthesize it. The reactants are: [N+:1]([C:4]1[CH:16]=[CH:15][C:7]([C:8]([O:10][C:11]([CH3:14])([CH3:13])[CH3:12])=[O:9])=[C:6]([C:17]#[C:18][Si](C)(C)C)[CH:5]=1)([O-:3])=[O:2].C(=O)([O-])[O-].[K+].[K+].O. (9) Given the product [CH3:3][C:2]([C:22]1[CH:27]=[CH:26][C:25]([O:28][C:29]2[CH:30]=[C:31]3[C:32](=[CH:33][CH:34]=2)[C:35](=[O:36])[N:40]([C:41]2[CH:46]=[CH:45][C:44]([OH:47])=[CH:43][CH:42]=2)[C:38]3=[O:39])=[CH:24][CH:23]=1)([C:4]1[CH:9]=[CH:8][C:7]([O:10][C:11]2[CH:12]=[C:13]3[C:14](=[CH:15][CH:16]=2)[C:17](=[O:18])[N:40]([C:41]2[CH:46]=[CH:45][C:44]([OH:47])=[CH:43][CH:42]=2)[C:20]3=[O:21])=[CH:6][CH:5]=1)[CH3:1], predict the reactants needed to synthesize it. The reactants are: [CH3:1][C:2]([C:22]1[CH:27]=[CH:26][C:25]([O:28][C:29]2[CH:34]=[CH:33][C:32]3[C:35](O[C:38](=[O:39])[C:31]=3[CH:30]=2)=[O:36])=[CH:24][CH:23]=1)([C:4]1[CH:9]=[CH:8][C:7]([O:10][C:11]2[CH:16]=[CH:15][C:14]3[C:17](O[C:20](=[O:21])[C:13]=3[CH:12]=2)=[O:18])=[CH:6][CH:5]=1)[CH3:3].[NH2:40][C:41]1[CH:46]=[CH:45][C:44]([OH:47])=[CH:43][CH:42]=1.